From a dataset of Peptide-MHC class I binding affinity with 185,985 pairs from IEDB/IMGT. Regression. Given a peptide amino acid sequence and an MHC pseudo amino acid sequence, predict their binding affinity value. This is MHC class I binding data. (1) The peptide sequence is SAYYLDIGF. The MHC is HLA-A32:15 with pseudo-sequence HLA-A32:15. The binding affinity (normalized) is 0.714. (2) The peptide sequence is HAEMQNPVY. The MHC is HLA-A23:01 with pseudo-sequence HLA-A23:01. The binding affinity (normalized) is 0.213.